This data is from Full USPTO retrosynthesis dataset with 1.9M reactions from patents (1976-2016). The task is: Predict the reactants needed to synthesize the given product. (1) Given the product [C:42]([O:41][C@@H:37]([C:12]1[C:13]([CH3:36])=[N:14][C:15]2=[CH:19][C:18]3=[N:17][N:16]2[C:11]=1[N:8]1[CH2:9][CH2:10][C:5]([CH3:46])([O:4][CH2:1][CH:2]=[CH:3][CH2:32][C@H:31]([CH3:33])[O:30][C:24]2[C:23]([CH2:22][O:21][CH2:20]3)=[CH:28][C:27]([F:29])=[CH:26][CH:25]=2)[CH2:6][CH2:7]1)[C:38]([OH:40])=[O:39])([CH3:43])([CH3:44])[CH3:45], predict the reactants needed to synthesize it. The reactants are: [CH2:1]([O:4][C:5]1([CH3:46])[CH2:10][CH2:9][N:8]([C:11]2[N:16]3[N:17]=[C:18]([CH2:20][O:21][CH2:22][C:23]4[CH:28]=[C:27]([F:29])[CH:26]=[CH:25][C:24]=4[O:30][C@H:31]([CH2:33]C=C)[CH3:32])[CH:19]=[C:15]3[N:14]=[C:13]([CH3:36])[C:12]=2[C@H:37]([O:41][C:42]([CH3:45])([CH3:44])[CH3:43])[C:38]([OH:40])=[O:39])[CH2:7][CH2:6]1)[CH:2]=[CH2:3]. (2) The reactants are: [CH3:1][C:2]1[C:3]([CH2:14][S:15]([C:17]2[NH:18][C:19]3[CH:25]=[CH:24][CH:23]=[CH:22][C:20]=3[N:21]=2)=[O:16])=[N:4][CH:5]=[CH:6][C:7]=1[O:8][CH2:9][C:10]([F:13])([F:12])[F:11].[H-].[Na+].[N+:28]([C:31]1[CH:32]=[C:33]([S:37]([CH2:40][CH2:41][O:42][C:43](=[O:81])[CH:44]([NH:64][C:65](=[O:80])[CH2:66][O:67][C:68]2[CH:73]=[C:72]([CH3:74])[C:71]([S:75](Cl)(=[O:77])=[O:76])=[C:70]([CH3:79])[CH:69]=2)[CH2:45][CH2:46][C:47]([O:49][CH2:50][CH2:51][S:52]([C:55]2[CH:60]=[CH:59][CH:58]=[C:57]([N+:61]([O-:63])=[O:62])[CH:56]=2)(=[O:54])=[O:53])=[O:48])(=[O:39])=[O:38])[CH:34]=[CH:35][CH:36]=1)([O-:30])=[O:29].O. Given the product [N+:28]([C:31]1[CH:32]=[C:33]([S:37]([CH2:40][CH2:41][O:42][C:43](=[O:81])[CH:44]([NH:64][C:65](=[O:80])[CH2:66][O:67][C:68]2[CH:73]=[C:72]([CH3:74])[C:71]([S:75]([N:21]3[C:20]4[CH:22]=[CH:23][CH:24]=[CH:25][C:19]=4[N:18]=[C:17]3[S:15]([CH2:14][C:3]3[C:2]([CH3:1])=[C:7]([O:8][CH2:9][C:10]([F:13])([F:11])[F:12])[CH:6]=[CH:5][N:4]=3)=[O:16])(=[O:77])=[O:76])=[C:70]([CH3:79])[CH:69]=2)[CH2:45][CH2:46][C:47]([O:49][CH2:50][CH2:51][S:52]([C:55]2[CH:60]=[CH:59][CH:58]=[C:57]([N+:61]([O-:63])=[O:62])[CH:56]=2)(=[O:53])=[O:54])=[O:48])(=[O:39])=[O:38])[CH:34]=[CH:35][CH:36]=1)([O-:30])=[O:29], predict the reactants needed to synthesize it. (3) Given the product [ClH:1].[Cl:1][C:2]1[CH:10]=[CH:9][C:8]2[N:7]([CH2:11][CH2:12][O:13][C:14]3[CH:15]=[CH:16][C:17]([F:20])=[CH:18][CH:19]=3)[C:6]3[CH2:21][CH2:22][NH:23][CH2:24][CH2:25][C:5]=3[C:4]=2[C:3]=1[Cl:33], predict the reactants needed to synthesize it. The reactants are: [Cl:1][C:2]1[CH:10]=[CH:9][C:8]2[N:7]([CH2:11][CH2:12][O:13][C:14]3[CH:19]=[CH:18][C:17]([F:20])=[CH:16][CH:15]=3)[C:6]3[CH2:21][CH2:22][N:23](C(OC(C)(C)C)=O)[CH2:24][CH2:25][C:5]=3[C:4]=2[C:3]=1[Cl:33].C(O)(C(F)(F)F)=O.[OH-].[Na+]. (4) Given the product [Cl:1][C:2]1[CH:3]=[C:4]2[C:9](=[CH:10][C:11]=1[OH:12])[O:8][CH2:7][CH2:6][CH:5]2[C:17]([OH:25])=[O:24], predict the reactants needed to synthesize it. The reactants are: [Cl:1][C:2]1[CH:3]=[C:4]2[C:9](=[CH:10][C:11]=1[O:12][Si](C)(C)C)[O:8][CH2:7][CH2:6][C:5]2(O[Si](C)(C)C)[C:17]#N.[OH2:24].[OH2:25].[Sn](Cl)Cl.Cl.C(OC(C)C)(=O)C.